Dataset: Full USPTO retrosynthesis dataset with 1.9M reactions from patents (1976-2016). Task: Predict the reactants needed to synthesize the given product. (1) Given the product [C:26]1([S:25][C:8]([S:7][C:1]2[CH:2]=[CH:3][CH:4]=[CH:5][CH:6]=2)=[CH:9][C:10]([S:18][C:19]2[CH:20]=[CH:21][CH:22]=[CH:23][CH:24]=2)=[N:11][C:12]2[CH:17]=[CH:16][CH:15]=[CH:14][CH:13]=2)[CH:27]=[CH:28][CH:29]=[CH:30][CH:31]=1, predict the reactants needed to synthesize it. The reactants are: [C:1]1([S:7][CH:8]([S:25][C:26]2[CH:31]=[CH:30][CH:29]=[CH:28][CH:27]=2)[CH2:9][C:10]([S:18][C:19]2[CH:24]=[CH:23][CH:22]=[CH:21][CH:20]=2)=[N:11][C:12]2[CH:17]=[CH:16][CH:15]=[CH:14][CH:13]=2)[CH:6]=[CH:5][CH:4]=[CH:3][CH:2]=1.ClN1C(=O)CCC1=O. (2) Given the product [F:41][C:40]([F:43])([F:42])[C:38]([OH:44])=[O:39].[F:41][C:40]([F:43])([F:42])[C:38]([OH:44])=[O:39].[Cl:1][C:2]1[CH:7]=[CH:6][CH:5]=[C:4]([F:8])[C:3]=1[C:9]1[CH:10]=[C:11]2[C:15](=[CH:16][CH:17]=1)[NH:14][CH:13]=[C:12]2[C:18]1[CH:19]=[N:20][CH:21]=[C:22]([O:24][C@@H:25]2[CH2:30][CH2:29][CH2:28][NH:27][CH2:26]2)[N:23]=1, predict the reactants needed to synthesize it. The reactants are: [Cl:1][C:2]1[CH:7]=[CH:6][CH:5]=[C:4]([F:8])[C:3]=1[C:9]1[CH:10]=[C:11]2[C:15](=[CH:16][CH:17]=1)[NH:14][CH:13]=[C:12]2[C:18]1[N:23]=[C:22]([O:24][C@@H:25]2[CH2:30][CH2:29][CH2:28][N:27](C(OC(C)(C)C)=O)[CH2:26]2)[CH:21]=[N:20][CH:19]=1.[C:38]([OH:44])([C:40]([F:43])([F:42])[F:41])=[O:39]. (3) Given the product [Cl:8][C:7]1[C:2]([N:25]([CH2:24][C:20]2[CH:19]=[CH:18][C:17]3[C:22](=[CH:23][N:15]([CH2:13][CH3:14])[N:16]=3)[CH:21]=2)[S:26]([C:29]2[CH:30]=[CH:31][C:32]([C:33]([O:35][CH3:36])=[O:34])=[CH:37][CH:38]=2)(=[O:28])=[O:27])=[N:3][CH:4]=[C:5]([C:9]([F:12])([F:11])[F:10])[CH:6]=1, predict the reactants needed to synthesize it. The reactants are: Cl[C:2]1[C:7]([Cl:8])=[CH:6][C:5]([C:9]([F:12])([F:11])[F:10])=[CH:4][N:3]=1.[CH2:13]([N:15]1[CH:23]=[C:22]2[C:17]([CH:18]=[CH:19][C:20]([CH2:24][NH:25][S:26]([C:29]3[CH:38]=[CH:37][C:32]([C:33]([O:35][CH3:36])=[O:34])=[CH:31][CH:30]=3)(=[O:28])=[O:27])=[CH:21]2)=[N:16]1)[CH3:14]. (4) Given the product [CH3:20][O:19][C:16]1[C:17]2[N:18]=[C:10]([NH:9][C:8]([N:39]3[CH2:40][C@@H:35]4[CH2:41][C@H:38]3[CH2:37][O:36]4)=[O:27])[S:11][C:12]=2[C:13]([N:21]2[CH2:26][CH2:25][O:24][CH2:23][CH2:22]2)=[N:14][CH:15]=1, predict the reactants needed to synthesize it. The reactants are: C1(O[C:8](=[O:27])[NH:9][C:10]2[S:11][C:12]3[C:13]([N:21]4[CH2:26][CH2:25][O:24][CH2:23][CH2:22]4)=[N:14][CH:15]=[C:16]([O:19][CH3:20])[C:17]=3[N:18]=2)C=CC=CC=1.FC(F)(F)C(O)=O.[C@H:35]12[CH2:41][C@H:38]([NH:39][CH2:40]1)[CH2:37][O:36]2.C(N(CC)C(C)C)(C)C.